This data is from Forward reaction prediction with 1.9M reactions from USPTO patents (1976-2016). The task is: Predict the product of the given reaction. (1) Given the reactants [CH3:1][O:2][C:3](=[O:14])[C:4]1[CH:12]=[C:11]([I:13])[CH:10]=[C:6]([C:7]([OH:9])=O)[CH:5]=1.[CH3:15][NH:16][CH2:17][CH2:18][CH3:19].Cl.CN(C)CCCN=C=NCC.O.ON1C2C=CC=CC=2N=N1, predict the reaction product. The product is: [CH3:1][O:2][C:3](=[O:14])[C:4]1[CH:12]=[C:11]([I:13])[CH:10]=[C:6]([C:7]([N:16]([CH3:15])[CH2:17][CH2:18][CH3:19])=[O:9])[CH:5]=1. (2) Given the reactants [NH2:1][C:2]1[C:7]2[C:8]([C:11]3[CH:16]=[CH:15][C:14]([NH:17][C:18]([C:20]4[N:21]([CH3:29])[C:22]5[C:27]([CH:28]=4)=[CH:26][CH:25]=[CH:24][CH:23]=5)=[O:19])=[C:13]([O:30][CH3:31])[CH:12]=3)=[CH:9][S:10][C:6]=2[C:5](/[CH:32]=[CH:33]/[CH:34](OCC)[O:35]CC)=[CH:4][N:3]=1.C1(C)C=CC(S(O)(=O)=O)=CC=1, predict the reaction product. The product is: [NH2:1][C:2]1[C:7]2[C:8]([C:11]3[CH:16]=[CH:15][C:14]([NH:17][C:18]([C:20]4[N:21]([CH3:29])[C:22]5[C:27]([CH:28]=4)=[CH:26][CH:25]=[CH:24][CH:23]=5)=[O:19])=[C:13]([O:30][CH3:31])[CH:12]=3)=[CH:9][S:10][C:6]=2[C:5](/[CH:32]=[CH:33]/[CH:34]=[O:35])=[CH:4][N:3]=1. (3) Given the reactants CC(C)([O-])C.[K+].[CH2:7]([SH:14])[C:8]1[CH:13]=[CH:12][CH:11]=[CH:10][CH:9]=1.[C:15]([O:19][C:20](=[O:31])[C:21]1[CH:26]=[CH:25][C:24]([CH:27]=[O:28])=[C:23](F)[C:22]=1[F:30])([CH3:18])([CH3:17])[CH3:16], predict the reaction product. The product is: [C:15]([O:19][C:20](=[O:31])[C:21]1[CH:26]=[CH:25][C:24]([CH:27]=[O:28])=[C:23]([S:14][CH2:7][C:8]2[CH:13]=[CH:12][CH:11]=[CH:10][CH:9]=2)[C:22]=1[F:30])([CH3:18])([CH3:16])[CH3:17]. (4) Given the reactants [CH2:1]([O:3][C:4](=[O:13])[CH2:5][C:6]1[CH:11]=[CH:10][CH:9]=[C:8]([Cl:12])[N:7]=1)[CH3:2].Cl[C:15]1N=C(C)C(C)=CC=1.[Li+].CC([N-]C(C)C)C.C(=O)(OCC)OCC, predict the reaction product. The product is: [CH2:1]([O:3][C:4](=[O:13])[CH2:5][C:6]1[C:11]([CH3:15])=[CH:10][CH:9]=[C:8]([Cl:12])[N:7]=1)[CH3:2]. (5) Given the reactants [N:1]1[C:10]2[NH:9][CH2:8][CH2:7][CH2:6][C:5]=2[CH:4]=[CH:3][C:2]=1[CH2:11][CH2:12][CH2:13][C:14]1[CH:15]=[CH:16][C:17]([CH2:20][C@@H:21]([C:23]([O:25]C)=[O:24])[NH2:22])=[N:18][CH:19]=1.OP=O.CCN=C=NCCCN(C)C.[Cl:41][C:42]1[CH:50]=[CH:49][CH:48]=[CH:47][C:43]=1[C:44](O)=[O:45].[OH-].[Na+], predict the reaction product. The product is: [Cl:41][C:42]1[CH:50]=[CH:49][CH:48]=[CH:47][C:43]=1[C:44]([NH:22][C@H:21]([C:23]([OH:25])=[O:24])[CH2:20][C:17]1[CH:16]=[CH:15][C:14]([CH2:13][CH2:12][CH2:11][C:2]2[CH:3]=[CH:4][C:5]3[CH2:6][CH2:7][CH2:8][NH:9][C:10]=3[N:1]=2)=[CH:19][N:18]=1)=[O:45]. (6) Given the reactants [CH2:1]([N:5]1[C:13]2[C:12](=[O:14])[NH:11][C:10]([Cl:15])=[N:9][C:8]=2[N:7]=[C:6]1[N:16]1[CH2:21][CH2:20][N:19]([C:22]([O:24][C:25]([CH3:28])([CH3:27])[CH3:26])=[O:23])[CH2:18][CH2:17]1)[C:2]#[C:3][CH3:4].[C:29]([C:31]1[CH:32]=[C:33]([CH:36]=[CH:37][CH:38]=1)[CH2:34]Br)#[N:30].C(=O)([O-])[O-].[K+].[K+].[Cl-].[NH4+], predict the reaction product. The product is: [CH2:1]([N:5]1[C:13]2[C:12](=[O:14])[N:11]([CH2:34][C:33]3[CH:36]=[CH:37][CH:38]=[C:31]([C:29]#[N:30])[CH:32]=3)[C:10]([Cl:15])=[N:9][C:8]=2[N:7]=[C:6]1[N:16]1[CH2:21][CH2:20][N:19]([C:22]([O:24][C:25]([CH3:28])([CH3:27])[CH3:26])=[O:23])[CH2:18][CH2:17]1)[C:2]#[C:3][CH3:4].